Dataset: Forward reaction prediction with 1.9M reactions from USPTO patents (1976-2016). Task: Predict the product of the given reaction. (1) The product is: [Cl:1][C:2]1[CH:3]=[CH:4][C:5]([O:23][CH2:32][CH2:31][C:28]2[CH:29]=[CH:30][C:25]([CH3:24])=[CH:26][CH:27]=2)=[C:6]([CH:22]=1)[C:7]([NH:9][C@H:10]([C:12]1[CH:21]=[CH:20][C:15]([C:16]([O:18][CH3:19])=[O:17])=[CH:14][CH:13]=1)[CH3:11])=[O:8]. Given the reactants [Cl:1][C:2]1[CH:3]=[CH:4][C:5]([OH:23])=[C:6]([CH:22]=1)[C:7]([NH:9][C@H:10]([C:12]1[CH:21]=[CH:20][C:15]([C:16]([O:18][CH3:19])=[O:17])=[CH:14][CH:13]=1)[CH3:11])=[O:8].[CH3:24][C:25]1[CH:30]=[CH:29][C:28]([CH2:31][CH2:32]O)=[CH:27][CH:26]=1, predict the reaction product. (2) Given the reactants [NH2:1][C:2]1[CH:3]=[CH:4][C:5](Br)=[N:6][CH:7]=1.[CH3:9][N:10]1[CH:14]=[C:13](B2OC(C)(C)C(C)(C)O2)[CH:12]=[N:11]1.C(=O)([O-])[O-].[K+].[K+], predict the reaction product. The product is: [CH3:9][N:10]1[CH:14]=[C:13]([C:5]2[N:6]=[CH:7][C:2]([NH2:1])=[CH:3][CH:4]=2)[CH:12]=[N:11]1.